From a dataset of Peptide-MHC class II binding affinity with 134,281 pairs from IEDB. Regression. Given a peptide amino acid sequence and an MHC pseudo amino acid sequence, predict their binding affinity value. This is MHC class II binding data. The peptide sequence is GALLLWMGINARDRS. The MHC is DRB1_0101 with pseudo-sequence DRB1_0101. The binding affinity (normalized) is 0.860.